From a dataset of Catalyst prediction with 721,799 reactions and 888 catalyst types from USPTO. Predict which catalyst facilitates the given reaction. Reactant: [CH2:1]([N:8]1[CH2:13][CH2:12][N:11]([C:14]([C:16]2[CH:20]=[C:19]([CH3:21])[N:18]([C:22]3[CH:27]=[CH:26][CH:25]=[CH:24][CH:23]=3)[C:17]=2[C:28]2[CH:33]=[CH:32][CH:31]=[CH:30][CH:29]=2)=[O:15])[CH:10]([CH2:34][C:35]([O:37]C)=[O:36])[CH2:9]1)[C:2]1[CH:7]=[CH:6][CH:5]=[CH:4][CH:3]=1.[OH-].[Li+].Cl.[Cl-].[Na+]. Product: [CH2:1]([N:8]1[CH2:13][CH2:12][N:11]([C:14]([C:16]2[CH:20]=[C:19]([CH3:21])[N:18]([C:22]3[CH:23]=[CH:24][CH:25]=[CH:26][CH:27]=3)[C:17]=2[C:28]2[CH:33]=[CH:32][CH:31]=[CH:30][CH:29]=2)=[O:15])[CH:10]([CH2:34][C:35]([OH:37])=[O:36])[CH2:9]1)[C:2]1[CH:7]=[CH:6][CH:5]=[CH:4][CH:3]=1. The catalyst class is: 24.